Predict the reaction yield, written as a fraction of the theoretical maximum amount of product (1.0 means a 100% yield; for example, 0.34 means a 34% yield). From a dataset of Reaction yield outcomes from USPTO patents with 853,638 reactions. (1) The reactants are [O:1]1[CH2:6][CH2:5][C:4](=[CH:7][C:8]([O:10][CH2:11][CH3:12])=[O:9])[CH2:3][CH2:2]1. The catalyst is C(O)C.[Pd]. The product is [O:1]1[CH2:6][CH2:5][CH:4]([CH2:7][C:8]([O:10][CH2:11][CH3:12])=[O:9])[CH2:3][CH2:2]1. The yield is 0.985. (2) The reactants are [CH:1]1[C:10]2[C:5](=[CH:6][CH:7]=[CH:8][CH:9]=2)[CH:4]=[CH:3][C:2]=1[O:11][C:12]1[CH:20]=[CH:19][C:15]([C:16]([OH:18])=O)=[CH:14][CH:13]=1.C(Cl)(=O)C(Cl)=O.[C:27](#[N:35])[C:28]1[C:29](=[CH:31][CH:32]=[CH:33][CH:34]=1)[NH2:30].C(N(CC)CC)C. The catalyst is C(Cl)Cl.CN(C=O)C.O. The product is [CH:1]1[C:10]2[C:5](=[CH:6][CH:7]=[CH:8][CH:9]=2)[CH:4]=[CH:3][C:2]=1[O:11][C:12]1[CH:13]=[CH:14][C:15]([C:16]([NH:30][C:29]2[CH:31]=[CH:32][CH:33]=[CH:34][C:28]=2[C:27]#[N:35])=[O:18])=[CH:19][CH:20]=1. The yield is 0.720. (3) The reactants are CCN(CC)CC.[Cl-].[CH2:9]([O:11][C:12](=[O:24])[CH:13]([OH:23])[CH:14]([NH3+:22])[CH2:15][C:16]1[CH:21]=[CH:20][CH:19]=[CH:18][CH:17]=1)[CH3:10].[C:25]([O:29][C:30](O[C:30]([O:29][C:25]([CH3:28])([CH3:27])[CH3:26])=[O:31])=[O:31])([CH3:28])([CH3:27])[CH3:26]. The yield is 0.770. The product is [C:25]([O:29][C:30]([NH:22][CH:14]([CH2:15][C:16]1[CH:21]=[CH:20][CH:19]=[CH:18][CH:17]=1)[CH:13]([OH:23])[C:12]([O:11][CH2:9][CH3:10])=[O:24])=[O:31])([CH3:28])([CH3:27])[CH3:26]. The catalyst is C1COCC1. (4) The reactants are [Cl-].[Al+3].[Cl-].[Cl-].[H-].[H-].[H-].[H-].[Li+].[Al+3].[OH:11][C:12]1[CH:28]=[CH:27][C:15]([C:16]2[O:17][C:18]3[C:23]([C:24](=O)[CH:25]=2)=[CH:22][CH:21]=[CH:20][CH:19]=3)=[CH:14][CH:13]=1. The catalyst is C1COCC1. The product is [O:17]1[C:18]2[C:23](=[CH:22][CH:21]=[CH:20][CH:19]=2)[CH2:24][CH:25]=[C:16]1[C:15]1[CH:14]=[CH:13][C:12]([OH:11])=[CH:28][CH:27]=1. The yield is 0.290. (5) The reactants are [Br:1][C:2]1[CH:3]=[C:4]([NH2:9])[C:5](Cl)=[N:6][CH:7]=1.[F:10][C:11]1[CH:16]=[C:15]([F:17])[CH:14]=[CH:13][C:12]=1[S:18](Cl)(=[O:20])=[O:19].Cl. The catalyst is N1C=CC=CC=1. The product is [Br:1][C:2]1[CH:3]=[C:4]([NH:9][S:18]([C:12]2[CH:13]=[CH:14][C:15]([F:17])=[CH:16][C:11]=2[F:10])(=[O:20])=[O:19])[CH:5]=[N:6][CH:7]=1. The yield is 0.700. (6) The reactants are [ClH:1].[N:2]1([CH2:8][CH2:9][N:10]2[CH2:15][C:14]3[CH:16]=[C:17](/[CH:20]=[CH:21]/[C:22]([OH:24])=O)[CH:18]=[N:19][C:13]=3[NH:12][C:11]2=[O:25])[CH2:7][CH2:6][O:5][CH2:4][CH2:3]1.Cl.[CH3:27][N:28]1[CH2:34][C:33]2[CH:35]=[C:36](/[CH:39]=[CH:40]/[C:41](O)=O)C=N[C:32]=2[NH:31][C:30](=O)[CH2:29]1.CNCC1N(C)C2C(C=1)=CC=CC=2.CNCC1C=CC2C(=CC=CC=2)C=1CCC. No catalyst specified. The product is [ClH:1].[CH3:32][N:31]([CH2:30][C:29]1[N:28]([CH3:27])[C:34]2[C:40]([CH:41]=1)=[CH:39][CH:36]=[CH:35][CH:33]=2)[C:22](=[O:24])/[CH:21]=[CH:20]/[C:17]1[CH:18]=[N:19][C:13]2[NH:12][C:11](=[O:25])[N:10]([CH2:9][CH2:8][N:2]3[CH2:7][CH2:6][O:5][CH2:4][CH2:3]3)[CH2:15][C:14]=2[CH:16]=1. The yield is 0.610.